Dataset: Forward reaction prediction with 1.9M reactions from USPTO patents (1976-2016). Task: Predict the product of the given reaction. (1) Given the reactants [CH:1]1([C:4]2[CH:8]=[C:7]([CH:9]3[CH2:11][CH2:10]3)[N:6]([C:12]3[N:17]=[CH:16][C:15]([NH:18][C:19](=[O:28])[C:20]4[C:25]([F:26])=[CH:24][CH:23]=[CH:22][C:21]=4[F:27])=[CH:14][CH:13]=3)[N:5]=2)[CH2:3][CH2:2]1.FC1C=CC=C(F)C=1C(O)=O.[ClH:40], predict the reaction product. The product is: [ClH:40].[CH:1]1([C:4]2[CH:8]=[C:7]([CH:9]3[CH2:11][CH2:10]3)[N:6]([C:12]3[N:17]=[CH:16][C:15]([NH:18][C:19](=[O:28])[C:20]4[C:25]([F:26])=[CH:24][CH:23]=[CH:22][C:21]=4[F:27])=[CH:14][CH:13]=3)[N:5]=2)[CH2:2][CH2:3]1. (2) The product is: [Si:6]([C:13]1[N:14]([S:18]([N:21]([CH3:23])[CH3:22])(=[O:20])=[O:19])[C:15]([CH:30]([C:29]2[CH:32]=[CH:33][C:26]([C:24]#[N:25])=[CH:27][CH:28]=2)[OH:31])=[CH:16][N:17]=1)([C:9]([CH3:12])([CH3:11])[CH3:10])([CH3:8])[CH3:7]. Given the reactants C([Li])CCC.[Si:6]([C:13]1[N:14]([S:18]([N:21]([CH3:23])[CH3:22])(=[O:20])=[O:19])[CH:15]=[CH:16][N:17]=1)([C:9]([CH3:12])([CH3:11])[CH3:10])([CH3:8])[CH3:7].[C:24]([C:26]1[CH:33]=[CH:32][C:29]([CH:30]=[O:31])=[CH:28][CH:27]=1)#[N:25].C([O-])(O)=O.[Na+], predict the reaction product. (3) Given the reactants [Cl:1][C:2]1[C:3](=[O:10])[NH:4]NC(=O)[C:7]=1[Cl:8].[CH3:11][N:12]([CH:14]=[O:15])C.C(=O)([O-])[O-].[K+].[K+].[CH2:22](Br)[C:23]1[CH:28]=[CH:27][CH:26]=[CH:25][CH:24]=1, predict the reaction product. The product is: [CH2:11]([N:12]1[C:14](=[O:15])[C:7]([Cl:8])=[C:2]([Cl:1])[C:3]([O:4][CH2:22][C:23]2[CH:28]=[CH:27][CH:26]=[CH:25][CH:24]=2)=[N:10]1)[C:23]1[CH:28]=[CH:27][CH:26]=[CH:25][CH:24]=1. (4) Given the reactants C([NH:5][S:6]([C:9]1[CH:14]=[CH:13][CH:12]=[C:11]([C:15]2[N:20]=[C:19]([C:21]3[CH:26]=[C:25]([C:27]4[CH:32]=[CH:31][C:30]([O:33][C:34]([F:37])([F:36])[F:35])=[CH:29][CH:28]=4)[CH:24]=[C:23]([CH3:38])[N:22]=3)[CH:18]=[CH:17][CH:16]=2)[CH:10]=1)(=[O:8])=[O:7])(C)(C)C.C(O)(C(F)(F)F)=O, predict the reaction product. The product is: [CH3:38][C:23]1[N:22]=[C:21]([C:19]2[CH:18]=[CH:17][CH:16]=[C:15]([C:11]3[CH:10]=[C:9]([S:6]([NH2:5])(=[O:7])=[O:8])[CH:14]=[CH:13][CH:12]=3)[N:20]=2)[CH:26]=[C:25]([C:27]2[CH:32]=[CH:31][C:30]([O:33][C:34]([F:37])([F:35])[F:36])=[CH:29][CH:28]=2)[CH:24]=1.